From a dataset of Forward reaction prediction with 1.9M reactions from USPTO patents (1976-2016). Predict the product of the given reaction. Given the reactants [Cl:1][C:2]1[CH:7]=[CH:6][C:5]([C:8]2[N:13]=[C:12]([NH:14][CH2:15][C:16]3[CH:21]=[CH:20][CH:19]=[CH:18][CH:17]=3)[C:11]([NH:22][CH2:23][C:24]3[CH:29]=[CH:28][CH:27]=[CH:26][CH:25]=3)=[C:10]([C:30]([O:32][CH3:33])=[O:31])[N:9]=2)=[CH:4][C:3]=1[F:34].[C:35](Cl)(=[O:39])[C:36](Cl)=[O:37].C(OCC)(=O)C, predict the reaction product. The product is: [Cl:1][C:2]1[CH:7]=[CH:6][C:5]([C:8]2[N:9]=[C:10]([C:30]([O:32][CH3:33])=[O:31])[C:11]3[N:22]([CH2:23][C:24]4[CH:25]=[CH:26][CH:27]=[CH:28][CH:29]=4)[C:36](=[O:37])[C:35](=[O:39])[N:14]([CH2:15][C:16]4[CH:21]=[CH:20][CH:19]=[CH:18][CH:17]=4)[C:12]=3[N:13]=2)=[CH:4][C:3]=1[F:34].